This data is from Forward reaction prediction with 1.9M reactions from USPTO patents (1976-2016). The task is: Predict the product of the given reaction. (1) Given the reactants [F:1][C:2]([F:7])([F:6])[C:3]([OH:5])=[O:4].[Cl:8][C:9]1[CH:32]=[CH:31][C:12]([C:13]([N:15]2[CH2:21][C:20]3[CH:22]=[CH:23][CH:24]=[CH:25][C:19]=3[N:18]([CH2:26][C:27]([OH:29])=O)[C:17](=[O:30])[CH2:16]2)=[O:14])=[CH:11][CH:10]=1.[NH2:33][CH2:34][CH2:35][C:36]1[CH:41]=[CH:40][N:39]=[CH:38][CH:37]=1.C(N(CC)CC)C, predict the reaction product. The product is: [F:1][C:2]([F:7])([F:6])[C:3]([OH:5])=[O:4].[Cl:8][C:9]1[CH:10]=[CH:11][C:12]([C:13]([N:15]2[CH2:21][C:20]3[CH:22]=[CH:23][CH:24]=[CH:25][C:19]=3[N:18]([CH2:26][C:27]([NH:33][CH2:34][CH2:35][C:36]3[CH:41]=[CH:40][N:39]=[CH:38][CH:37]=3)=[O:29])[C:17](=[O:30])[CH2:16]2)=[O:14])=[CH:31][CH:32]=1. (2) The product is: [CH3:1][O:2][C:3]([C:5]1[N:6]([CH2:23][C:24]2[CH:25]=[CH:26][C:27]([C:30]([OH:32])=[O:31])=[CH:28][CH:29]=2)[C:7](=[O:22])[C:8]2[C:13]([C:14]=1[C:15]1[CH:16]=[CH:17][CH:18]=[CH:19][CH:20]=1)=[CH:12][C:11]([Cl:21])=[CH:10][CH:9]=2)=[O:4]. Given the reactants [CH3:1][O:2][C:3]([C:5]1[N:6]([CH2:23][C:24]2[CH:29]=[CH:28][C:27]([C:30]([O:32]C)=[O:31])=[CH:26][CH:25]=2)[C:7](=[O:22])[C:8]2[C:13]([C:14]=1[C:15]1[CH:20]=[CH:19][CH:18]=[CH:17][CH:16]=1)=[CH:12][C:11]([Cl:21])=[CH:10][CH:9]=2)=[O:4].CO.[OH-].[Na+], predict the reaction product. (3) The product is: [Cl:1][C:2]1[CH:7]=[CH:6][C:5]([C:8]2[S:9][C:10]([C:18]([C:20]3[O:21][CH:22]=[CH:23][CH:24]=3)=[O:19])=[CH:11][C:12]=2[CH2:13][C:14]2[NH:15][O:16][C:25](=[O:26])[N:17]=2)=[CH:4][CH:3]=1. Given the reactants [Cl:1][C:2]1[CH:7]=[CH:6][C:5]([C:8]2[S:9][C:10]([C:18]([C:20]3[O:21][CH:22]=[CH:23][CH:24]=3)=[O:19])=[CH:11][C:12]=2[CH2:13][C:14](=[NH:17])[NH:15][OH:16])=[CH:4][CH:3]=1.[C:25](C1NC=CN=1)(C1NC=CN=1)=[O:26].C1CCN2C(=NCCC2)CC1.O, predict the reaction product. (4) The product is: [Cl:1][C:2]1[CH:7]=[CH:6][C:5]([C:8]2[N:12]([CH2:13][CH2:14][CH2:15][C:16]([OH:18])=[O:17])[C:11](=[O:23])[N:10]([CH2:24][C:25]([NH:27][CH2:28][C:29]([CH3:41])([C:31]3[CH:36]=[CH:35][CH:34]=[CH:33][C:32]=3[C:37]([F:38])([F:39])[F:40])[CH3:30])=[O:26])[N:9]=2)=[CH:4][CH:3]=1. Given the reactants [Cl:1][C:2]1[CH:7]=[CH:6][C:5]([C:8]2[N:12]([CH2:13][CH2:14][CH2:15][C:16]([O:18]C(C)(C)C)=[O:17])[C:11](=[O:23])[N:10]([CH2:24][C:25]([NH:27][CH2:28][C:29]([CH3:41])([C:31]3[CH:36]=[CH:35][CH:34]=[CH:33][C:32]=3[C:37]([F:40])([F:39])[F:38])[CH3:30])=[O:26])[N:9]=2)=[CH:4][CH:3]=1.Cl, predict the reaction product. (5) Given the reactants C(OC([N:8]1[CH2:12][C@@H:11]([O:13][CH2:14][C:15]2[CH:20]=[CH:19][CH:18]=[CH:17][CH:16]=2)[CH2:10][C@H:9]1[C:21]([OH:23])=[O:22])=O)(C)(C)C.FC(F)(F)C(O)=O, predict the reaction product. The product is: [CH2:14]([O:13][C@@H:11]1[CH2:12][NH:8][C@H:9]([C:21]([OH:23])=[O:22])[CH2:10]1)[C:15]1[CH:20]=[CH:19][CH:18]=[CH:17][CH:16]=1. (6) Given the reactants Br[C:2]1[CH:11]=[CH:10][C:5]([C:6]([O:8][CH3:9])=[O:7])=[CH:4][CH:3]=1.[CH3:12][Si:13]([C:16]#[CH:17])([CH3:15])[CH3:14].C(N(CC)CC)C, predict the reaction product. The product is: [CH3:12][Si:13]([C:16]#[C:17][C:2]1[CH:11]=[CH:10][C:5]([C:6]([O:8][CH3:9])=[O:7])=[CH:4][CH:3]=1)([CH3:15])[CH3:14].